This data is from Forward reaction prediction with 1.9M reactions from USPTO patents (1976-2016). The task is: Predict the product of the given reaction. (1) Given the reactants Cl.C([O:5][C:6]1[C:11](=[O:12])[N:10]([CH:13]([CH3:15])[CH3:14])[C:9](=[O:16])[N:8]2[CH:17]([CH2:30][CH2:31][NH:32][CH3:33])[CH2:18][N:19]([CH2:22][C:23]3[CH:28]=[CH:27][C:26]([F:29])=[CH:25][CH:24]=3)[C:20](=[O:21])[C:7]=12)(=O)C.[CH:34]([N:37]=[C:38]=[S:39])([CH3:36])[CH3:35].C([O-])([O-])=O.[K+].[K+].FC(F)(F)C(O)=O, predict the reaction product. The product is: [F:29][C:26]1[CH:25]=[CH:24][C:23]([CH2:22][N:19]2[CH2:18][CH:17]([CH2:30][CH2:31][N:32]([CH3:33])[C:38]([NH:37][CH:34]([CH3:36])[CH3:35])=[S:39])[N:8]3[C:9](=[O:16])[N:10]([CH:13]([CH3:14])[CH3:15])[C:11](=[O:12])[C:6]([OH:5])=[C:7]3[C:20]2=[O:21])=[CH:28][CH:27]=1. (2) Given the reactants [Cl:1][C:2]1[C:3](O)=[N:4][C:5]([CH:11]2[CH2:13][CH2:12]2)=[N:6][C:7]=1[C:8]([OH:10])=[O:9].P(Cl)(Cl)([Cl:17])=O, predict the reaction product. The product is: [CH:11]1([C:5]2[N:4]=[C:3]([Cl:17])[C:2]([Cl:1])=[C:7]([C:8]([OH:10])=[O:9])[N:6]=2)[CH2:13][CH2:12]1. (3) The product is: [Cl:1][C:2]1[CH:3]=[C:4]([N+:9]([O-:11])=[O:10])[CH:5]=[CH:6][C:7]=1[O:24][C:20]1[CH:21]=[CH:22][CH:23]=[C:18]([O:17][C:13]([F:12])([F:25])[CH:14]([F:15])[F:16])[CH:19]=1. Given the reactants [Cl:1][C:2]1[CH:3]=[C:4]([N+:9]([O-:11])=[O:10])[CH:5]=[CH:6][C:7]=1F.[F:12][C:13]([F:25])([O:17][C:18]1[CH:19]=[C:20]([OH:24])[CH:21]=[CH:22][CH:23]=1)[CH:14]([F:16])[F:15].C(=O)([O-])[O-].[K+].[K+].O, predict the reaction product. (4) Given the reactants [Br:1][C:2]1[S:3][C:4]([CH2:7]Br)=[CH:5][N:6]=1.[NH:9]1[CH:13]=[CH:12][N:11]=[CH:10]1.C([O-])([O-])=O.[K+].[K+], predict the reaction product. The product is: [N:9]1([CH2:7][C:4]2[S:3][C:2]([Br:1])=[N:6][CH:5]=2)[CH:13]=[CH:12][N:11]=[CH:10]1. (5) Given the reactants [CH3:1][O:2][C:3]1[CH:20]=[CH:19][C:6]([CH2:7][N:8]2[C:12]3[N:13]=[CH:14][CH:15]=[C:16]([OH:17])[C:11]=3[C:10]([CH3:18])=[N:9]2)=[CH:5][CH:4]=1.[Cl:21][C:22]1[CH:27]=[C:26]([N+:28]([O-:30])=[O:29])[CH:25]=[C:24]([Cl:31])[C:23]=1F, predict the reaction product. The product is: [Cl:21][C:22]1[CH:27]=[C:26]([N+:28]([O-:30])=[O:29])[CH:25]=[C:24]([Cl:31])[C:23]=1[O:17][C:16]1[CH:15]=[CH:14][N:13]=[C:12]2[N:8]([CH2:7][C:6]3[CH:5]=[CH:4][C:3]([O:2][CH3:1])=[CH:20][CH:19]=3)[N:9]=[C:10]([CH3:18])[C:11]=12. (6) Given the reactants [CH:1]([C:4]1[N:13]=[C:7]2[CH:8]=[C:9]([NH2:12])[CH:10]=[CH:11][N:6]2[N:5]=1)([CH3:3])[CH3:2].[CH2:14]([O:16][C:17]([C:19]1[CH:20]=[N:21][N:22]([CH3:27])[C:23]=1[C:24](O)=[O:25])=[O:18])[CH3:15].CCCP(=O)=O.C(N(C(C)C)CC)(C)C, predict the reaction product. The product is: [CH:1]([C:4]1[N:13]=[C:7]2[CH:8]=[C:9]([NH:12][C:24]([C:23]3[N:22]([CH3:27])[N:21]=[CH:20][C:19]=3[C:17]([O:16][CH2:14][CH3:15])=[O:18])=[O:25])[CH:10]=[CH:11][N:6]2[N:5]=1)([CH3:3])[CH3:2].